Dataset: Reaction yield outcomes from USPTO patents with 853,638 reactions. Task: Predict the reaction yield, written as a fraction of the theoretical maximum amount of product (1.0 means a 100% yield; for example, 0.34 means a 34% yield). (1) The reactants are Cl[C:2]1[CH:7]=[C:6]([C:8]([F:11])([F:10])[F:9])[N:5]=[C:4]([CH:12]2[CH2:16][CH2:15][CH2:14][CH2:13]2)[N:3]=1.[NH2:17][C:18]1[CH:23]=[CH:22][C:21]([CH2:24][C:25]([NH2:27])=[O:26])=[CH:20][CH:19]=1. No catalyst specified. The product is [CH:12]1([C:4]2[N:3]=[C:2]([NH:17][C:18]3[CH:19]=[CH:20][C:21]([CH2:24][C:25]([NH2:27])=[O:26])=[CH:22][CH:23]=3)[CH:7]=[C:6]([C:8]([F:11])([F:10])[F:9])[N:5]=2)[CH2:16][CH2:15][CH2:14][CH2:13]1. The yield is 0.650. (2) The reactants are C(OC([N:8]1[CH2:13][CH2:12][CH:11]([N:14]2[CH2:18][C:17]3[CH:19]=[C:20]([C:23]4[C:31]5[C:26](=[CH:27][C:28]([F:32])=[CH:29][CH:30]=5)[N:25](C(OC(C)(C)C)=O)[CH:24]=4)[CH:21]=[CH:22][C:16]=3[S:15]2(=[O:41])=[O:40])[CH2:10][CH2:9]1)=O)(C)(C)C.FC(F)(F)C(O)=O.N.O. The catalyst is C(OCC)(=O)C.CO. The product is [F:32][C:28]1[CH:27]=[C:26]2[C:31]([C:23]([C:20]3[CH:21]=[CH:22][C:16]4[S:15](=[O:40])(=[O:41])[N:14]([CH:11]5[CH2:10][CH2:9][NH:8][CH2:13][CH2:12]5)[CH2:18][C:17]=4[CH:19]=3)=[CH:24][NH:25]2)=[CH:30][CH:29]=1. The yield is 0.270. (3) The reactants are C([CH2:4][S:5]([C:8]1[S:12][C:11]([C:13]([OH:15])=[O:14])=[C:10]2[CH2:16][C:17]([CH3:22])([CH3:21])[CH2:18][C:19](=[O:20])[C:9]=12)(=[O:7])=[O:6])(O)=O.C([O-])(=O)C.[Na+]. The catalyst is C(O)(=O)C. The product is [CH3:4][S:5]([C:8]1[S:12][C:11]([C:13]([OH:15])=[O:14])=[C:10]2[CH2:16][C:17]([CH3:22])([CH3:21])[CH2:18][C:19](=[O:20])[C:9]=12)(=[O:7])=[O:6]. The yield is 0.740.